From a dataset of CYP2C19 inhibition data for predicting drug metabolism from PubChem BioAssay. Regression/Classification. Given a drug SMILES string, predict its absorption, distribution, metabolism, or excretion properties. Task type varies by dataset: regression for continuous measurements (e.g., permeability, clearance, half-life) or binary classification for categorical outcomes (e.g., BBB penetration, CYP inhibition). Dataset: cyp2c19_veith. (1) The compound is C[C@@H](C(=O)O)c1ccc(C(=O)c2ccccc2)s1. The result is 1 (inhibitor). (2) The molecule is COc1ccc(-c2nc3cnc(N4CCNCC4)nc3n(C3CC3)c2=O)cc1. The result is 0 (non-inhibitor). (3) The drug is CC(C)CO/N=C1\[C@@H]2CCn3c(=O)n(-c4ccccc4)c(=O)n3[C@H]2[C@H](O)[C@H]2O[C@H]12. The result is 0 (non-inhibitor). (4) The drug is Cl.O=C(c1cccc(F)c1)N1CCC(O)(c2cccnc2)CC1. The result is 1 (inhibitor). (5) The drug is COc1ccc(C2C(=O)N(C3CCCCC3)CC(=O)N2CC2COc3ccccc3O2)cc1. The result is 1 (inhibitor). (6) The drug is COC(=O)C1=C(C)NC(C)=C(C(=O)OCCSc2ccccc2)[C@@H]1C. The result is 1 (inhibitor). (7) The compound is COc1cccc(Cn2c(=O)c(-c3ccc(Cl)cc3)nc3cnc(N4CCN(C)CC4)nc32)c1. The result is 0 (non-inhibitor).